Dataset: Reaction yield outcomes from USPTO patents with 853,638 reactions. Task: Predict the reaction yield, written as a fraction of the theoretical maximum amount of product (1.0 means a 100% yield; for example, 0.34 means a 34% yield). The reactants are [F:1][C:2]1[CH:31]=[CH:30][C:5]([C:6]([N:8]([CH2:12][C:13]2[CH:29]=[CH:28][CH:27]=[CH:26][C:14]=2[O:15][CH2:16][CH2:17][CH2:18][CH2:19][CH2:20][C:21]([O:23]CC)=[O:22])[CH:9]([CH3:11])[CH3:10])=[O:7])=[CH:4][CH:3]=1.O.[OH-].[Li+].Cl. The catalyst is C1COCC1.O. The product is [F:1][C:2]1[CH:31]=[CH:30][C:5]([C:6]([N:8]([CH2:12][C:13]2[CH:29]=[CH:28][CH:27]=[CH:26][C:14]=2[O:15][CH2:16][CH2:17][CH2:18][CH2:19][CH2:20][C:21]([OH:23])=[O:22])[CH:9]([CH3:11])[CH3:10])=[O:7])=[CH:4][CH:3]=1. The yield is 0.294.